From a dataset of Forward reaction prediction with 1.9M reactions from USPTO patents (1976-2016). Predict the product of the given reaction. (1) The product is: [CH3:22][C:18]1[CH:19]=[CH:20][N:21]2[CH:2]=[CH:3][N:12]=[C:13]2[C:14]=1[C:15]([OH:17])=[O:16]. Given the reactants N[C:2]1N=C(C(O)=O)C(C)=C[CH:3]=1.[NH2:12][C:13]1[N:21]=[CH:20][CH:19]=[C:18]([CH3:22])[C:14]=1[C:15]([OH:17])=[O:16], predict the reaction product. (2) The product is: [CH3:1][O:2][C:3]1[C:4]2[N:11]=[C:10]([NH:12][C:13]([N:15]3[CH2:20][CH2:19][C:18]([C:27]4[CH:26]=[CH:25][CH:24]=[C:23]([Cl:22])[CH:28]=4)([OH:21])[CH2:17][CH2:16]3)=[O:14])[S:9][C:5]=2[N:6]=[CH:7][N:8]=1. Given the reactants [CH3:1][O:2][C:3]1[C:4]2[N:11]=[C:10]([NH:12][C:13]([N:15]3[CH2:20][CH2:19][C:18](=[O:21])[CH2:17][CH2:16]3)=[O:14])[S:9][C:5]=2[N:6]=[CH:7][N:8]=1.[Cl:22][C:23]1[CH:24]=[C:25]([Mg]Br)[CH:26]=[CH:27][CH:28]=1, predict the reaction product.